This data is from Forward reaction prediction with 1.9M reactions from USPTO patents (1976-2016). The task is: Predict the product of the given reaction. (1) Given the reactants [CH3:1][O:2][C:3]1[C:8]2[O:9][C:10]3([O:16][C:7]=2[C:6]([C:17]([OH:19])=[O:18])=[CH:5][CH:4]=1)[CH2:15][CH2:14][S:13][CH2:12][CH2:11]3.[C:20]([O-])([O-])=O.[K+].[K+].S(OC)(OC)(=O)=O.O, predict the reaction product. The product is: [CH3:1][O:2][C:3]1[C:8]2[O:9][C:10]3([O:16][C:7]=2[C:6]([C:17]([O:19][CH3:20])=[O:18])=[CH:5][CH:4]=1)[CH2:11][CH2:12][S:13][CH2:14][CH2:15]3. (2) The product is: [NH2:47][C@H:48]([CH3:52])[C:49]([N:4]1[CH2:5][CH2:6][C@H:7]([O:8][C:9]2[CH:16]=[CH:15][C:14]([C:17]3[N:22]=[C:21]([NH:23][C:24]4[CH:29]=[CH:28][C:27]([N:30]5[CH2:31][CH2:32][N:33]([CH:36]6[CH2:39][O:38][CH2:37]6)[CH2:34][CH2:35]5)=[CH:26][CH:25]=4)[N:20]=[CH:19][N:18]=3)=[CH:13][C:10]=2[C:11]#[N:12])[C@H:2]([F:1])[CH2:3]1)=[O:50]. Given the reactants [F:1][C@H:2]1[C@@H:7]([O:8][C:9]2[CH:16]=[CH:15][C:14]([C:17]3[N:22]=[C:21]([NH:23][C:24]4[CH:29]=[CH:28][C:27]([N:30]5[CH2:35][CH2:34][N:33]([CH:36]6[CH2:39][O:38][CH2:37]6)[CH2:32][CH2:31]5)=[CH:26][CH:25]=4)[N:20]=[CH:19][N:18]=3)=[CH:13][C:10]=2[C:11]#[N:12])[CH2:6][CH2:5][NH:4][CH2:3]1.C(OC([NH:47][C@H:48]([CH3:52])[C:49](O)=[O:50])=O)(C)(C)C, predict the reaction product.